Dataset: Forward reaction prediction with 1.9M reactions from USPTO patents (1976-2016). Task: Predict the product of the given reaction. (1) Given the reactants [NH2:1][C:2]1[CH:11]=[C:10]2[C:5]([CH2:6][CH2:7][CH2:8][C:9]2=[O:12])=[CH:4][CH:3]=1.[C:13](O[C:13]([O:15][C:16]([CH3:19])([CH3:18])[CH3:17])=[O:14])([O:15][C:16]([CH3:19])([CH3:18])[CH3:17])=[O:14], predict the reaction product. The product is: [O:12]=[C:9]1[C:10]2[CH:11]=[C:2]([NH:1][C:13](=[O:14])[O:15][C:16]([CH3:19])([CH3:18])[CH3:17])[CH:3]=[CH:4][C:5]=2[CH2:6][CH2:7][CH2:8]1. (2) The product is: [NH2:29][C:24]1[CH:25]=[CH:26][CH:27]=[CH:28][C:23]=1[NH:30][C:18](=[O:20])[C:17]1[CH:16]=[CH:15][C:14]([CH2:13][NH:12][C:9]2[CH:10]=[CH:11][C:5]3[S:4][C:3]([NH:2][CH3:1])=[N:7][C:6]=3[CH:8]=2)=[CH:22][CH:21]=1. Given the reactants [CH3:1][NH:2][C:3]1[S:4][C:5]2[CH:11]=[CH:10][C:9]([NH:12][CH2:13][C:14]3[CH:22]=[CH:21][C:17]([C:18]([OH:20])=O)=[CH:16][CH:15]=3)=[CH:8][C:6]=2[N:7]=1.[C:23]1([NH2:30])[CH:28]=[CH:27][CH:26]=[CH:25][C:24]=1[NH2:29].F[P-](F)(F)(F)(F)F.N1(O[P+](N(C)C)(N(C)C)N(C)C)C2C=CC=CC=2N=N1.C(N(CC)CC)C, predict the reaction product. (3) Given the reactants [Br:1][C:2]1[CH:7]=[C:6]([O:8][C:9]([F:12])([F:11])[F:10])[CH:5]=[CH:4][C:3]=1[C:13]1[O:14]CC(C)(C)N=1.Cl.[OH2:21], predict the reaction product. The product is: [Br:1][C:2]1[CH:7]=[C:6]([O:8][C:9]([F:10])([F:11])[F:12])[CH:5]=[CH:4][C:3]=1[C:13]([OH:14])=[O:21].